From a dataset of Catalyst prediction with 721,799 reactions and 888 catalyst types from USPTO. Predict which catalyst facilitates the given reaction. (1) Reactant: [Cl:1][C:2]1[N:7]=[C:6]2[O:8][C:9]([C:15]3[CH:20]=[CH:19][C:18]([F:21])=[CH:17][CH:16]=3)=[C:10]([C:11](=[O:14])[NH:12][CH3:13])[C:5]2=[CH:4][C:3]=1[C:22]1[CH:23]=[CH:24][C:25]([O:31][CH3:32])=[C:26]([CH:30]=1)[C:27]([OH:29])=O.C(N(C(C)C)C(C)C)C.Cl.Cl.[C:44]12([NH2:49])[CH2:48][CH:46]([CH2:47]1)[CH2:45]2.CN(C(ON1N=NC2C=CC=NC1=2)=[N+](C)C)C.F[P-](F)(F)(F)(F)F. Product: [C:44]12([NH:49][C:27]([C:26]3[CH:30]=[C:22]([C:3]4[CH:4]=[C:5]5[C:10]([C:11]([NH:12][CH3:13])=[O:14])=[C:9]([C:15]6[CH:16]=[CH:17][C:18]([F:21])=[CH:19][CH:20]=6)[O:8][C:6]5=[N:7][C:2]=4[Cl:1])[CH:23]=[CH:24][C:25]=3[O:31][CH3:32])=[O:29])[CH2:48][CH:46]([CH2:47]1)[CH2:45]2. The catalyst class is: 3. (2) Reactant: [F:1][C:2]1[CH:7]=[CH:6][C:5]([C:8]2[CH:13]=[CH:12][N:11]=[CH:10][C:9]=2[N:14]([CH3:28])[C:15](=[O:27])[C:16]2[CH:21]=[C:20]([C:22]([F:25])([F:24])[F:23])[CH:19]=[C:18]([OH:26])[CH:17]=2)=[C:4]([O:29][CH3:30])[CH:3]=1.Br[CH2:32][CH2:33][O:34][CH3:35].CCN(C(C)C)C(C)C.C(=O)([O-])[O-].[K+].[K+].[NH4+].[Cl-]. Product: [F:1][C:2]1[CH:7]=[CH:6][C:5]([C:8]2[CH:13]=[CH:12][N:11]=[CH:10][C:9]=2[N:14]([CH3:28])[C:15](=[O:27])[C:16]2[CH:21]=[C:20]([C:22]([F:24])([F:23])[F:25])[CH:19]=[C:18]([O:26][CH2:32][CH2:33][O:34][CH3:35])[CH:17]=2)=[C:4]([O:29][CH3:30])[CH:3]=1. The catalyst class is: 290. (3) Reactant: [Cl:1][C:2]1[N:7]=[CH:6][C:5]([O:8][C:9]2[CH:10]=[C:11]([NH:15]C(=O)C)[CH:12]=[CH:13][CH:14]=2)=[CH:4][CH:3]=1.Cl.[OH-].[Na+]. Product: [Cl:1][C:2]1[N:7]=[CH:6][C:5]([O:8][C:9]2[CH:10]=[C:11]([NH2:15])[CH:12]=[CH:13][CH:14]=2)=[CH:4][CH:3]=1. The catalyst class is: 8. (4) Reactant: [CH3:1][O:2][C:3](=[O:21])[CH2:4][C:5]1[C:6]([CH3:20])=[N:7][N:8]([CH2:11][C:12]2[CH:17]=[CH:16][C:15]([CH:18]=[O:19])=[CH:14][CH:13]=2)[C:9]=1[CH3:10].[CH2:22]([Mg]Cl)[C:23]1[CH:28]=[CH:27][CH:26]=[CH:25][CH:24]=1.Cl. Product: [CH3:1][O:2][C:3](=[O:21])[CH2:4][C:5]1[C:6]([CH3:20])=[N:7][N:8]([CH2:11][C:12]2[CH:13]=[CH:14][C:15]([CH:18]([OH:19])[CH2:22][C:23]3[CH:28]=[CH:27][CH:26]=[CH:25][CH:24]=3)=[CH:16][CH:17]=2)[C:9]=1[CH3:10]. The catalyst class is: 7. (5) Reactant: [I-].[F:2][C:3]1[CH:11]=[CH:10][CH:9]=[C:8]2[C:4]=1[CH:5]=[C:6]([C:12]1[CH:17]=[C:16]([C:18]3[C:19]([N:38]([CH3:43])[S:39]([CH3:42])(=[O:41])=[O:40])=[CH:20][C:21]4[O:25][C:24]([C:26]5[CH:31]=[CH:30][C:29]([F:32])=[CH:28][CH:27]=5)=[C:23]([C:33](=[O:36])[NH:34][CH3:35])[C:22]=4[CH:37]=3)[CH:15]=[CH:14][N+:13]=1[CH3:44])[NH:7]2. Product: [F:2][C:3]1[CH:11]=[CH:10][CH:9]=[C:8]2[C:4]=1[CH:5]=[C:6]([CH:12]1[CH2:17][CH:16]([C:18]3[C:19]([N:38]([CH3:43])[S:39]([CH3:42])(=[O:40])=[O:41])=[CH:20][C:21]4[O:25][C:24]([C:26]5[CH:27]=[CH:28][C:29]([F:32])=[CH:30][CH:31]=5)=[C:23]([C:33]([NH:34][CH3:35])=[O:36])[C:22]=4[CH:37]=3)[CH2:15][CH2:14][N:13]1[CH3:44])[NH:7]2. The catalyst class is: 458.